This data is from Forward reaction prediction with 1.9M reactions from USPTO patents (1976-2016). The task is: Predict the product of the given reaction. (1) The product is: [Br:1][C:2]1[CH:3]=[C:4]([C:9](=[O:24])[CH:10]=[C:11]([C:16]2[CH:17]=[C:18]([Cl:23])[CH:19]=[C:20]([Cl:22])[CH:21]=2)[C:12]([F:14])([F:15])[F:13])[CH:5]=[CH:6][C:7]=1[CH2:8][N:26]1[C:30](=[O:31])[C:29]2=[CH:47][CH:44]=[CH:40][CH:43]=[C:28]2[C:27]1=[O:32]. Given the reactants [Br:1][C:2]1[CH:3]=[C:4]([C:9](=[O:24])[CH:10]=[C:11]([C:16]2[CH:21]=[C:20]([Cl:22])[CH:19]=[C:18]([Cl:23])[CH:17]=2)[C:12]([F:15])([F:14])[F:13])[CH:5]=[CH:6][C:7]=1[CH3:8].Br[N:26]1[C:30](=[O:31])[CH2:29][CH2:28][C:27]1=[O:32].N([C:40]([CH3:44])([CH3:43])C#N)=NC(C)(C)C#N.O.Cl[CH2:47]CCl, predict the reaction product. (2) Given the reactants Cl[C:2]1[CH:3]=[C:4]([CH:26]=[C:27]([N:29]2[CH2:34][CH2:33][CH:32]([OH:35])[CH2:31][CH2:30]2)[N:28]=1)[C:5]([N:7]1[CH2:12][CH2:11][CH:10]([N:13]2[CH2:25][CH2:24][CH2:23][C:15]3([C:19](=[O:20])[O:18][C:17]([CH3:22])([CH3:21])[CH2:16]3)[CH2:14]2)[CH2:9][CH2:8]1)=[O:6].[C:36]1(B(O)O)[CH:41]=[CH:40][CH:39]=[CH:38][CH:37]=1.C(OC(C)C)(C)C, predict the reaction product. The product is: [OH:35][CH:32]1[CH2:31][CH2:30][N:29]([C:27]2[CH:26]=[C:4]([CH:3]=[C:2]([C:36]3[CH:41]=[CH:40][CH:39]=[CH:38][CH:37]=3)[N:28]=2)[C:5]([N:7]2[CH2:8][CH2:9][CH:10]([N:13]3[CH2:25][CH2:24][CH2:23][C:15]4([C:19](=[O:20])[O:18][C:17]([CH3:21])([CH3:22])[CH2:16]4)[CH2:14]3)[CH2:11][CH2:12]2)=[O:6])[CH2:34][CH2:33]1.